The task is: Regression. Given a peptide amino acid sequence and an MHC pseudo amino acid sequence, predict their binding affinity value. This is MHC class I binding data.. This data is from Peptide-MHC class I binding affinity with 185,985 pairs from IEDB/IMGT. (1) The peptide sequence is FQAGWEDPT. The MHC is HLA-B15:01 with pseudo-sequence HLA-B15:01. The binding affinity (normalized) is 0.0847. (2) The peptide sequence is IQFRLPDGSSF. The MHC is H-2-Dd with pseudo-sequence H-2-Dd. The binding affinity (normalized) is 0. (3) The peptide sequence is YVFTLLFQL. The MHC is HLA-A02:03 with pseudo-sequence HLA-A02:03. The binding affinity (normalized) is 0.740.